This data is from Forward reaction prediction with 1.9M reactions from USPTO patents (1976-2016). The task is: Predict the product of the given reaction. (1) Given the reactants [CH:1]1([CH2:4][O:5][C:6]2[C:7]([C:13]([N:15]3[CH2:20][CH2:19][CH2:18][CH2:17][C@H:16]3[CH2:21][C:22]3[N:23]=[C:24]4[C:29]([CH3:30])=[CH:28][CH:27]=[CH:26][N:25]4[C:31]=3[CH3:32])=[O:14])=[N:8][C:9]([CH3:12])=[CH:10][CH:11]=2)[CH2:3][CH2:2]1.[ClH:33].CCOCC, predict the reaction product. The product is: [ClH:33].[CH:1]1([CH2:4][O:5][C:6]2[C:7]([C:13]([N:15]3[CH2:20][CH2:19][CH2:18][CH2:17][C@H:16]3[CH2:21][C:22]3[N:23]=[C:24]4[C:29]([CH3:30])=[CH:28][CH:27]=[CH:26][N:25]4[C:31]=3[CH3:32])=[O:14])=[N:8][C:9]([CH3:12])=[CH:10][CH:11]=2)[CH2:2][CH2:3]1. (2) Given the reactants [F:1][C:2]([F:29])([F:28])[CH2:3][NH:4][C:5](=[O:27])[C:6]1[CH:11]=[C:10]([N+:12]([O-])=O)[C:9]([NH:15][CH3:16])=[CH:8][C:7]=1[N:17]1[CH2:22][CH2:21][CH:20]([C:23]([OH:26])([CH3:25])[CH3:24])[CH2:19][CH2:18]1.C1COCC1, predict the reaction product. The product is: [F:29][C:2]([F:1])([F:28])[CH2:3][NH:4][C:5](=[O:27])[C:6]1[CH:11]=[C:10]([NH2:12])[C:9]([NH:15][CH3:16])=[CH:8][C:7]=1[N:17]1[CH2:22][CH2:21][CH:20]([C:23]([OH:26])([CH3:25])[CH3:24])[CH2:19][CH2:18]1. (3) Given the reactants [Cl:1][C:2]1[CH:3]=[C:4]2[C:9](=[CH:10][CH:11]=1)[CH:8]([C:12]1[CH:16]=[C:15](Br)[S:14][C:13]=1[Br:18])[N:7]([C:19]([O:21][C:22]([CH3:25])([CH3:24])[CH3:23])=[O:20])[CH2:6][CH2:5]2.[N:26]1[CH:31]=[CH:30][C:29](B(O)O)=[CH:28][CH:27]=1.C(=O)([O-])[O-].[Cs+].[Cs+].O1CCOCC1.O, predict the reaction product. The product is: [Br:18][C:13]1[S:14][C:15]([C:29]2[CH:30]=[CH:31][N:26]=[CH:27][CH:28]=2)=[CH:16][C:12]=1[CH:8]1[C:9]2[C:4](=[CH:3][C:2]([Cl:1])=[CH:11][CH:10]=2)[CH2:5][CH2:6][N:7]1[C:19]([O:21][C:22]([CH3:24])([CH3:23])[CH3:25])=[O:20]. (4) Given the reactants [Br:1][C:2]1[CH:3]=[C:4]([NH:8][CH:9]([C:12]2[CH:16]=[CH:15][S:14][CH:13]=2)[C:10]#[N:11])[CH:5]=[N:6][CH:7]=1.[OH2:17], predict the reaction product. The product is: [Br:1][C:2]1[CH:3]=[C:4]([NH:8][CH:9]([C:12]2[CH:16]=[CH:15][S:14][CH:13]=2)[C:10]([NH2:11])=[O:17])[CH:5]=[N:6][CH:7]=1. (5) The product is: [N+:24]([C:27]1[CH:28]=[C:29]([CH:33]=[CH:34][CH:35]=1)[C:30]([NH:1][CH2:2][C:3]1[CH:4]=[C:5]([NH:9][C:10](=[O:16])[O:11][C:12]([CH3:13])([CH3:15])[CH3:14])[CH:6]=[CH:7][CH:8]=1)=[O:31])([O-:26])=[O:25]. Given the reactants [NH2:1][CH2:2][C:3]1[CH:4]=[C:5]([NH:9][C:10](=[O:16])[O:11][C:12]([CH3:15])([CH3:14])[CH3:13])[CH:6]=[CH:7][CH:8]=1.C(N(CC)CC)C.[N+:24]([C:27]1[CH:28]=[C:29]([CH:33]=[CH:34][CH:35]=1)[C:30](Cl)=[O:31])([O-:26])=[O:25].C([O-])([O-])=O.[Na+].[Na+], predict the reaction product.